Dataset: Peptide-MHC class II binding affinity with 134,281 pairs from IEDB. Task: Regression. Given a peptide amino acid sequence and an MHC pseudo amino acid sequence, predict their binding affinity value. This is MHC class II binding data. (1) The peptide sequence is EVFYATSPEKFTF. The MHC is DRB1_0101 with pseudo-sequence DRB1_0101. The binding affinity (normalized) is 0.481. (2) The MHC is DRB1_1201 with pseudo-sequence DRB1_1201. The peptide sequence is IDTLKKNENIKEL. The binding affinity (normalized) is 0. (3) The peptide sequence is FDPYGATISATPEKA. The MHC is HLA-DPA10201-DPB10101 with pseudo-sequence HLA-DPA10201-DPB10101. The binding affinity (normalized) is 0.528. (4) The peptide sequence is VCGMFTNRSGSQQWR. The MHC is HLA-DQA10401-DQB10402 with pseudo-sequence HLA-DQA10401-DQB10402. The binding affinity (normalized) is 0.0206.